This data is from Forward reaction prediction with 1.9M reactions from USPTO patents (1976-2016). The task is: Predict the product of the given reaction. (1) Given the reactants [Cl:1][C:2]1[N:7]=[CH:6][C:5]([C:8](=O)[CH2:9][C:10]2[CH:15]=[CH:14][N:13]=[CH:12][CH:11]=2)=[CH:4][CH:3]=1.[NH2:17][C:18]1[NH:19][N:20]=[C:21]([CH3:23])[CH:22]=1, predict the reaction product. The product is: [Cl:1][C:2]1[N:7]=[CH:6][C:5]([C:8]2[C:9]([C:10]3[CH:15]=[CH:14][N:13]=[CH:12][CH:11]=3)=[C:8]([C:5]3[CH:6]=[N:7][C:2]([Cl:1])=[CH:3][CH:4]=3)[N:17]=[C:18]3[NH:19][N:20]=[C:21]([CH3:23])[C:22]=23)=[CH:4][CH:3]=1. (2) Given the reactants C[O:2][C:3]1[CH:8]=[CH:7][C:6]([C:9]2[N:13]([CH3:14])[N:12]=[C:11]([CH3:15])[C:10]=2[CH3:16])=[CH:5][C:4]=1[CH2:17][CH2:18][N:19]([CH3:21])[CH3:20].B(Br)(Br)Br.CO, predict the reaction product. The product is: [CH3:21][N:19]([CH3:20])[CH2:18][CH2:17][C:4]1[CH:5]=[C:6]([C:9]2[N:13]([CH3:14])[N:12]=[C:11]([CH3:15])[C:10]=2[CH3:16])[CH:7]=[CH:8][C:3]=1[OH:2]. (3) Given the reactants I[C:2]1[CH:3]=[CH:4][C:5]([NH:8][C:9]([NH:11][CH2:12][C:13]2[CH:18]=[CH:17][CH:16]=[CH:15][C:14]=2[O:19][CH3:20])=[NH:10])=[N:6][CH:7]=1.[F:21][C:22]([F:34])([F:33])[C:23]1[CH:28]=[CH:27][C:26](OB(O)O)=[CH:25][CH:24]=1.C(=O)([O-])[O-].[Na+].[Na+], predict the reaction product. The product is: [CH3:20][O:19][C:14]1[CH:15]=[CH:16][CH:17]=[CH:18][C:13]=1[CH2:12][NH:11][C:9]([NH:8][C:5]1[CH:4]=[CH:3][C:2]([C:26]2[CH:27]=[CH:28][C:23]([C:22]([F:34])([F:33])[F:21])=[CH:24][CH:25]=2)=[CH:7][N:6]=1)=[NH:10].